Dataset: HIV replication inhibition screening data with 41,000+ compounds from the AIDS Antiviral Screen. Task: Binary Classification. Given a drug SMILES string, predict its activity (active/inactive) in a high-throughput screening assay against a specified biological target. (1) The drug is Cc1ccc(S(=O)(=O)N2CC3(CN(S(=O)(=O)c4ccc(C)cc4)CC4(C2)OCCO4)OCCO3)cc1. The result is 0 (inactive). (2) The compound is CC(C)(C)[Si](C)(C)OCC1OC(n2ccc(=O)[nH]c2=O)C(O[Si](C)(C)C(C)(C)C)C1CCN(O)CC1OC(n2ccc(=O)[nH]c2=O)C(O[Si](C)(C)C(C)(C)C)C1O[Si](C)(C)C(C)(C)C. The result is 0 (inactive). (3) The drug is CN(C)COC(=S)SC(=O)OCCCl. The result is 0 (inactive).